This data is from NCI-60 drug combinations with 297,098 pairs across 59 cell lines. The task is: Regression. Given two drug SMILES strings and cell line genomic features, predict the synergy score measuring deviation from expected non-interaction effect. (1) Drug 1: COC1=CC(=CC(=C1O)OC)C2C3C(COC3=O)C(C4=CC5=C(C=C24)OCO5)OC6C(C(C7C(O6)COC(O7)C8=CC=CS8)O)O. Drug 2: C1CCC(CC1)NC(=O)N(CCCl)N=O. Cell line: A549. Synergy scores: CSS=36.7, Synergy_ZIP=-8.85, Synergy_Bliss=-10.2, Synergy_Loewe=-20.0, Synergy_HSA=-6.71. (2) Drug 1: CN(CCCl)CCCl.Cl. Drug 2: CC(C)CN1C=NC2=C1C3=CC=CC=C3N=C2N. Cell line: HOP-92. Synergy scores: CSS=21.4, Synergy_ZIP=-0.861, Synergy_Bliss=2.90, Synergy_Loewe=0.995, Synergy_HSA=2.10. (3) Drug 1: COC1=C(C=C2C(=C1)N=CN=C2NC3=CC(=C(C=C3)F)Cl)OCCCN4CCOCC4. Drug 2: CC1C(C(CC(O1)OC2CC(CC3=C2C(=C4C(=C3O)C(=O)C5=C(C4=O)C(=CC=C5)OC)O)(C(=O)CO)O)N)O.Cl. Cell line: U251. Synergy scores: CSS=41.6, Synergy_ZIP=-0.656, Synergy_Bliss=-0.910, Synergy_Loewe=-1.51, Synergy_HSA=1.75. (4) Drug 1: CC12CCC3C(C1CCC2O)C(CC4=C3C=CC(=C4)O)CCCCCCCCCS(=O)CCCC(C(F)(F)F)(F)F. Drug 2: CC(C)CN1C=NC2=C1C3=CC=CC=C3N=C2N. Cell line: RPMI-8226. Synergy scores: CSS=0.352, Synergy_ZIP=2.85, Synergy_Bliss=4.98, Synergy_Loewe=0.997, Synergy_HSA=0.0110. (5) Drug 1: C1=CC(=CC=C1C#N)C(C2=CC=C(C=C2)C#N)N3C=NC=N3. Drug 2: C1=NC2=C(N1)C(=S)N=CN2. Cell line: NCIH23. Synergy scores: CSS=20.1, Synergy_ZIP=-0.211, Synergy_Bliss=0.337, Synergy_Loewe=-8.65, Synergy_HSA=1.91. (6) Drug 1: CS(=O)(=O)C1=CC(=C(C=C1)C(=O)NC2=CC(=C(C=C2)Cl)C3=CC=CC=N3)Cl. Drug 2: C1=NC2=C(N1)C(=S)N=C(N2)N. Cell line: OVCAR-4. Synergy scores: CSS=23.1, Synergy_ZIP=-9.04, Synergy_Bliss=-5.28, Synergy_Loewe=-14.8, Synergy_HSA=-4.81.